From a dataset of TCR-epitope binding with 47,182 pairs between 192 epitopes and 23,139 TCRs. Binary Classification. Given a T-cell receptor sequence (or CDR3 region) and an epitope sequence, predict whether binding occurs between them. (1) The epitope is FLNRFTTTL. The TCR CDR3 sequence is CASSDGQPGVYGYTF. Result: 1 (the TCR binds to the epitope). (2) The epitope is KLPDDFTGCV. The TCR CDR3 sequence is CASSLELGGRYTEAFF. Result: 1 (the TCR binds to the epitope). (3) The epitope is YLNTLTLAV. The TCR CDR3 sequence is CASSIGQGEKLFF. Result: 1 (the TCR binds to the epitope). (4) The epitope is SFHSLHLLF. The TCR CDR3 sequence is CSVAGGRTGELFF. Result: 1 (the TCR binds to the epitope). (5) The epitope is GILGFVFTL. The TCR CDR3 sequence is CASSLAGDGSYNEQFF. Result: 1 (the TCR binds to the epitope). (6) The epitope is ALSKGVHFV. The TCR CDR3 sequence is CASSGWAGSLYNEQFF. Result: 1 (the TCR binds to the epitope). (7) The epitope is TLDSKTQSL. The TCR CDR3 sequence is CASSDRTSGGSTDTQYF. Result: 0 (the TCR does not bind to the epitope). (8) The epitope is NLDSKVGGNY. The TCR CDR3 sequence is CAAGGQFYGYTF. Result: 0 (the TCR does not bind to the epitope).